Dataset: Forward reaction prediction with 1.9M reactions from USPTO patents (1976-2016). Task: Predict the product of the given reaction. (1) Given the reactants C(OC([N:8]1[CH2:13][CH2:12][CH2:11][C@@H:10]([C:14]([NH:16][NH:17][C:18]([C@H:20]2[CH2:26][CH2:25][C@@H:24]3[CH2:27][N:21]2[C:22](=[O:33])[N:23]3[O:28][S:29]([OH:32])(=[O:31])=[O:30])=[O:19])=[O:15])[CH2:9]1)=O)(C)(C)C.FC(F)(F)C(O)=O, predict the reaction product. The product is: [NH:8]1[CH2:13][CH2:12][CH2:11][C@@H:10]([C:14]([NH:16][NH:17][C:18]([C@H:20]2[CH2:26][CH2:25][C@@H:24]3[CH2:27][N:21]2[C:22](=[O:33])[N:23]3[O:28][S:29](=[O:30])(=[O:31])[OH:32])=[O:19])=[O:15])[CH2:9]1. (2) Given the reactants Cl[C:2]1[N:7]=[C:6]([NH:8][C:9]2[CH:14]=[CH:13][CH:12]=[CH:11][C:10]=2[NH:15][C:16](=[O:19])[CH:17]=[CH2:18])[C:5]([Cl:20])=[CH:4][N:3]=1.[NH2:21][C:22]1[CH:27]=[CH:26][C:25]([N:28]([CH2:32][CH3:33])[C:29](=[O:31])[CH3:30])=[CH:24][C:23]=1[C:34]([F:37])([F:36])[F:35].C(=O)([O-])[O-].[Cs+].[Cs+].CC1(C)C2C(=C(P(C3C=CC=CC=3)C3C=CC=CC=3)C=CC=2)OC2C(P(C3C=CC=CC=3)C3C=CC=CC=3)=CC=CC1=2, predict the reaction product. The product is: [Cl:20][C:5]1[C:6]([NH:8][C:9]2[CH:14]=[CH:13][CH:12]=[CH:11][C:10]=2[NH:15][C:16](=[O:19])[CH:17]=[CH2:18])=[N:7][C:2]([NH:21][C:22]2[CH:27]=[CH:26][C:25]([N:28]([CH2:32][CH3:33])[C:29](=[O:31])[CH3:30])=[CH:24][C:23]=2[C:34]([F:35])([F:36])[F:37])=[N:3][CH:4]=1. (3) The product is: [O:27]1[CH2:28][CH2:29][CH:24]([CH2:23][CH:10]2[CH2:9][NH:8][CH2:13][CH2:12][N:11]2[C:14]2[CH:15]=[C:16]3[C:20](=[CH:21][CH:22]=2)[NH:19][N:18]=[CH:17]3)[CH2:25][CH2:26]1. Given the reactants C([N:8]1[CH2:13][CH2:12][N:11]([C:14]2[CH:15]=[C:16]3[C:20](=[CH:21][CH:22]=2)[NH:19][N:18]=[CH:17]3)[CH:10]([CH2:23][CH:24]2[CH2:29][CH2:28][O:27][CH2:26][CH2:25]2)[CH2:9]1)C1C=CC=CC=1.C([O-])=O.[NH4+], predict the reaction product. (4) Given the reactants Br[C:2]1[CH:7]=[CH:6][CH:5]=[C:4]([CH2:8][CH3:9])[N:3]=1.C([Li])CCC.Cl[P:16]([C:25]1[CH:30]=[C:29]([CH3:31])[CH:28]=[C:27]([CH3:32])[CH:26]=1)[C:17]1[CH:22]=[C:21]([CH3:23])[CH:20]=[C:19]([CH3:24])[CH:18]=1.[Cl-].[Na+], predict the reaction product. The product is: [CH3:32][C:27]1[CH:26]=[C:25]([P:16]([C:17]2[CH:18]=[C:19]([CH3:24])[CH:20]=[C:21]([CH3:23])[CH:22]=2)[C:2]2[CH:7]=[CH:6][CH:5]=[C:4]([CH2:8][CH3:9])[N:3]=2)[CH:30]=[C:29]([CH3:31])[CH:28]=1. (5) Given the reactants [Cl:1][C:2]1[C:3]([NH:18][CH2:19][CH2:20][CH2:21][C:22]2[CH:27]=[CH:26][CH:25]=[C:24]([O:28]C)[CH:23]=2)=[N:4][C:5]([NH:8][C:9]2[CH:10]=[C:11]([CH2:15][CH2:16]O)[CH:12]=[CH:13][CH:14]=2)=[N:6][CH:7]=1.B(Br)(Br)[Br:31].C([O-])([O-])=O.[Na+].[Na+], predict the reaction product. The product is: [Br:31][CH2:16][CH2:15][C:11]1[CH:10]=[C:9]([NH:8][C:5]2[N:4]=[C:3]([NH:18][CH2:19][CH2:20][CH2:21][C:22]3[CH:23]=[C:24]([OH:28])[CH:25]=[CH:26][CH:27]=3)[C:2]([Cl:1])=[CH:7][N:6]=2)[CH:14]=[CH:13][CH:12]=1. (6) Given the reactants [ClH:1].[NH2:2][C@@H:3]1[CH2:5][C@H:4]1[C:6]1[CH:7]=[CH:8][C:9]([F:20])=[C:10]([CH:19]=1)[C:11]([NH:13][CH:14]1[CH2:18][CH2:17][CH2:16][CH2:15]1)=[O:12].[C:21](=[O:24])([O-])O.[Na+], predict the reaction product. The product is: [ClH:1].[CH:14]1([NH:13][C:11](=[O:12])[C:10]2[CH:19]=[C:6]([C@@H:4]3[CH2:5][C@H:3]3[NH:2][CH:3]3[CH2:5][CH2:21][O:24][CH2:6][CH2:4]3)[CH:7]=[CH:8][C:9]=2[F:20])[CH2:18][CH2:17][CH2:16][CH2:15]1. (7) Given the reactants [OH:1][CH2:2][C@@H:3]([NH:10][C:11]([C:13]1[NH:14][CH:15]=[C:16]([C:18]2[C:23]([CH3:24])=[CH:22][N:21]=[C:20]([SH:25])[N:19]=2)[CH:17]=1)=[O:12])[C:4]1[CH:9]=[CH:8][CH:7]=[CH:6][CH:5]=1.[CH2:26](I)[CH2:27][CH3:28], predict the reaction product. The product is: [OH:1][CH2:2][C@@H:3]([NH:10][C:11]([C:13]1[NH:14][CH:15]=[C:16]([C:18]2[C:23]([CH3:24])=[CH:22][N:21]=[C:20]([S:25][CH2:26][CH2:27][CH3:28])[N:19]=2)[CH:17]=1)=[O:12])[C:4]1[CH:5]=[CH:6][CH:7]=[CH:8][CH:9]=1. (8) Given the reactants C(P(CCCC)CCCC)CCC.CN(C(/N=N/C(N(C)C)=O)=O)C.[CH2:26]1[C:34]2[C:29](=[CH:30][CH:31]=[CH:32][CH:33]=2)[CH2:28][CH:27]1[OH:35].[CH2:36]([O:38][C:39](=[O:52])[CH2:40][CH:41]1[C:50]2[C:45](=[CH:46][C:47](O)=[CH:48][CH:49]=2)[CH2:44][CH2:43][CH2:42]1)[CH3:37], predict the reaction product. The product is: [CH2:26]1[C:34]2[C:29](=[CH:30][CH:31]=[CH:32][CH:33]=2)[CH2:28][CH:27]1[O:35][C:47]1[CH:46]=[C:45]2[C:50](=[CH:49][CH:48]=1)[CH:41]([CH2:40][C:39]([O:38][CH2:36][CH3:37])=[O:52])[CH2:42][CH2:43][CH2:44]2.